The task is: Predict which catalyst facilitates the given reaction.. This data is from Catalyst prediction with 721,799 reactions and 888 catalyst types from USPTO. (1) Reactant: C[O:2][C:3]1[CH:4]=[C:5]2[C:14](=[CH:15][CH:16]=1)[C:9]1[N:10]=[C:11]([NH2:13])[S:12][C:8]=1[CH2:7][CH2:6]2. Product: [NH2:13][C:11]1[S:12][C:8]2[CH2:7][CH2:6][C:5]3[C:14](=[CH:15][CH:16]=[C:3]([OH:2])[CH:4]=3)[C:9]=2[N:10]=1. The catalyst class is: 4. (2) Reactant: Cl.[NH2:2][CH:3]([C:16]1[C:20](=[O:21])[CH2:19][CH2:18][C:17]=1[NH:22][C:23]1[CH:28]=[CH:27][N:26]=[C:25]([C:29]([F:32])([F:31])[F:30])[CH:24]=1)[C:4]1[CH:11]=[CH:10][C:7]([C:8]#[N:9])=[CH:6][C:5]=1[S:12]([CH3:15])(=[O:14])=[O:13].[C:33](N1C=CN=C1)(N1C=CN=C1)=[O:34].C(N(CC)CC)C. Product: [O:34]=[C:33]1[NH:2][CH:3]([C:4]2[CH:11]=[CH:10][C:7]([C:8]#[N:9])=[CH:6][C:5]=2[S:12]([CH3:15])(=[O:14])=[O:13])[C:16]2[C:20](=[O:21])[CH2:19][CH2:18][C:17]=2[N:22]1[C:23]1[CH:28]=[CH:27][N:26]=[C:25]([C:29]([F:32])([F:31])[F:30])[CH:24]=1. The catalyst class is: 10. (3) Reactant: [CH:1]1([C:6](Cl)=[O:7])[CH2:5][CH2:4][CH2:3][CH2:2]1.FC(F)(F)C(O)=O.[CH2:16]([O:18][C:19]1[CH:40]=[CH:39][C:22]([O:23][C:24]2[N:29]=[CH:28][N:27]=[C:26]3[N:30]([CH:33]4[CH2:38][CH2:37][NH:36][CH2:35][CH2:34]4)[N:31]=[CH:32][C:25]=23)=[C:21]([F:41])[CH:20]=1)[CH3:17].C(N(C(C)C)CC)(C)C.O. Product: [CH:1]1([C:6]([N:36]2[CH2:37][CH2:38][CH:33]([N:30]3[C:26]4=[N:27][CH:28]=[N:29][C:24]([O:23][C:22]5[CH:39]=[CH:40][C:19]([O:18][CH2:16][CH3:17])=[CH:20][C:21]=5[F:41])=[C:25]4[CH:32]=[N:31]3)[CH2:34][CH2:35]2)=[O:7])[CH2:5][CH2:4][CH2:3][CH2:2]1. The catalyst class is: 4. (4) Reactant: [H-].[Na+].[CH2:3]([OH:8])[CH2:4][CH2:5][C:6]#[CH:7].[Si:9](Cl)([C:12]([CH3:15])([CH3:14])[CH3:13])([CH3:11])[CH3:10]. Product: [Si:9]([O:8][CH2:3][CH2:4][CH2:5][C:6]#[CH:7])([C:12]([CH3:15])([CH3:14])[CH3:13])([CH3:11])[CH3:10]. The catalyst class is: 134. (5) Reactant: Cl.[NH2:2][C@@H:3]([C:18]([N:20]1[CH2:25][CH2:24][C@@:23]([C:27]2[CH:32]=[CH:31][C:30]([Cl:33])=[CH:29][CH:28]=2)([OH:26])[C:22]([CH3:35])([CH3:34])[CH2:21]1)=[O:19])[CH2:4][CH2:5][CH2:6][NH:7][C:8](=[O:17])[O:9][CH2:10][C:11]1[CH:16]=[CH:15][CH:14]=[CH:13][CH:12]=1.[CH:36]1([C:41](Cl)=[O:42])[CH2:40][CH2:39][CH2:38][CH2:37]1.CCN(C(C)C)C(C)C. Product: [Cl:33][C:30]1[CH:29]=[CH:28][C:27]([C@@:23]2([OH:26])[CH2:24][CH2:25][N:20]([C:18](=[O:19])[C@H:3]([NH:2][C:41]([CH:36]3[CH2:40][CH2:39][CH2:38][CH2:37]3)=[O:42])[CH2:4][CH2:5][CH2:6][NH:7][C:8](=[O:17])[O:9][CH2:10][C:11]3[CH:12]=[CH:13][CH:14]=[CH:15][CH:16]=3)[CH2:21][C:22]2([CH3:35])[CH3:34])=[CH:32][CH:31]=1. The catalyst class is: 4. (6) The catalyst class is: 40. Reactant: [OH-].[K+].[CH3:3][C:4]([CH3:26])=[CH:5][CH2:6][O:7][C:8]1[CH:9]=[CH:10][C:11]2[C:12](=[O:25])[C:13]3[C:18]([O:19][C:20]=2[C:21]=1[C:22](=[O:24])[CH3:23])=[CH:17][CH:16]=[CH:15][CH:14]=3.[CH:27](=O)[C:28]1[CH:33]=[CH:32][CH:31]=[CH:30][CH:29]=1. Product: [CH3:3][C:4]([CH3:26])=[CH:5][CH2:6][O:7][C:8]1[CH:9]=[CH:10][C:11]2[C:12](=[O:25])[C:13]3[C:18]([O:19][C:20]=2[C:21]=1[C:22](=[O:24])[CH:23]=[CH:27][C:28]1[CH:33]=[CH:32][CH:31]=[CH:30][CH:29]=1)=[CH:17][CH:16]=[CH:15][CH:14]=3. (7) Reactant: [CH2:1]([O:8][C:9]1[CH:17]=[CH:16][CH:15]=[C:14]2[C:10]=1[CH:11]=[CH:12][NH:13]2)[C:2]1[CH:7]=[CH:6][CH:5]=[CH:4][CH:3]=1.Br[C:19]1[CH:24]=[CH:23][C:22]([O:25][CH2:26][C:27]2[CH:32]=[CH:31][CH:30]=[CH:29][CH:28]=2)=[C:21]([F:33])[CH:20]=1.P([O-])([O-])([O-])=O.[K+].[K+].[K+].CN[C@H]1CCCC[C@@H]1NC. Product: [F:33][C:21]1[CH:20]=[C:19]([N:13]2[C:14]3[C:10](=[C:9]([O:8][CH2:1][C:2]4[CH:3]=[CH:4][CH:5]=[CH:6][CH:7]=4)[CH:17]=[CH:16][CH:15]=3)[CH:11]=[CH:12]2)[CH:24]=[CH:23][C:22]=1[O:25][CH2:26][C:27]1[CH:32]=[CH:31][CH:30]=[CH:29][CH:28]=1. The catalyst class is: 432. (8) Reactant: [Cl:1][C:2]1[CH:3]=[CH:4][C:5]([O:11][CH3:12])=[C:6]([N:8]=[C:9]=[O:10])[CH:7]=1.[NH2:13][C:14]1[CH:22]=[CH:21][CH:20]=[C:19]2[C:15]=1[CH:16]=[CH:17][NH:18]2. Product: [Cl:1][C:2]1[CH:3]=[CH:4][C:5]([O:11][CH3:12])=[C:6]([NH:8][C:9]([NH:13][C:14]2[CH:22]=[CH:21][CH:20]=[C:19]3[C:15]=2[CH:16]=[CH:17][NH:18]3)=[O:10])[CH:7]=1. The catalyst class is: 2. (9) Reactant: [N:1]1[C:6]2[CH:7]=[CH:8][S:9][C:5]=2[C:4]([N:10]2[CH2:15][CH2:14][CH:13]([NH2:16])[CH2:12][CH2:11]2)=[N:3][CH:2]=1.Cl.N1C2C=CSC=2C(N2CCC(N)C2)=NC=1.[N+](C1C=CC([O:42][C:43](=O)[NH:44][C:45]2[CH:46]=[N:47][C:48]([O:51][CH:52]3[CH2:55][CH2:54][CH2:53]3)=[CH:49][CH:50]=2)=CC=1)([O-])=O.C(Cl)(Cl)Cl.CO. Product: [CH:52]1([O:51][C:48]2[N:47]=[CH:46][C:45]([NH:44][C:43]([NH:16][CH:13]3[CH2:12][CH2:11][N:10]([C:4]4[C:5]5[S:9][CH:8]=[CH:7][C:6]=5[N:1]=[CH:2][N:3]=4)[CH2:15][CH2:14]3)=[O:42])=[CH:50][CH:49]=2)[CH2:53][CH2:54][CH2:55]1. The catalyst class is: 2.